Dataset: Forward reaction prediction with 1.9M reactions from USPTO patents (1976-2016). Task: Predict the product of the given reaction. (1) Given the reactants Br[C:2]1[C:7]([C:8]#[N:9])=[C:6]([NH2:10])[CH:5]=[C:4]([NH2:11])[N:3]=1.CC([O-])=O.[K+].[OH-].[Na+], predict the reaction product. The product is: [C:8]([C:7]1[CH:2]=[N:3][C:4]([NH2:11])=[CH:5][C:6]=1[NH2:10])#[N:9]. (2) Given the reactants [Br:1][C:2]1[CH:7]=[CH:6][C:5]([C:8](=O)[CH3:9])=[CH:4][CH:3]=1.[NH:11]1[CH2:15][CH2:14][CH2:13][CH2:12]1.C([BH3-])#N.[Na+], predict the reaction product. The product is: [Br:1][C:2]1[CH:7]=[CH:6][C:5]([CH:8]([N:11]2[CH2:15][CH2:14][CH2:13][CH2:12]2)[CH3:9])=[CH:4][CH:3]=1.